From a dataset of NCI-60 drug combinations with 297,098 pairs across 59 cell lines. Regression. Given two drug SMILES strings and cell line genomic features, predict the synergy score measuring deviation from expected non-interaction effect. (1) Drug 1: CC(C1=C(C=CC(=C1Cl)F)Cl)OC2=C(N=CC(=C2)C3=CN(N=C3)C4CCNCC4)N. Drug 2: CCC1=CC2CC(C3=C(CN(C2)C1)C4=CC=CC=C4N3)(C5=C(C=C6C(=C5)C78CCN9C7C(C=CC9)(C(C(C8N6C)(C(=O)OC)O)OC(=O)C)CC)OC)C(=O)OC.C(C(C(=O)O)O)(C(=O)O)O. Cell line: SN12C. Synergy scores: CSS=41.0, Synergy_ZIP=-0.585, Synergy_Bliss=1.65, Synergy_Loewe=3.57, Synergy_HSA=3.99. (2) Drug 1: C1=CC=C(C(=C1)C(C2=CC=C(C=C2)Cl)C(Cl)Cl)Cl. Drug 2: C1CN(P(=O)(OC1)NCCCl)CCCl. Cell line: SK-MEL-5. Synergy scores: CSS=-0.241, Synergy_ZIP=5.12, Synergy_Bliss=6.40, Synergy_Loewe=2.11, Synergy_HSA=2.47. (3) Synergy scores: CSS=-10.9, Synergy_ZIP=1.79, Synergy_Bliss=-7.61, Synergy_Loewe=-10.9, Synergy_HSA=-11.8. Drug 2: CN(C)C1=NC(=NC(=N1)N(C)C)N(C)C. Drug 1: CC1=C(C=C(C=C1)NC2=NC=CC(=N2)N(C)C3=CC4=NN(C(=C4C=C3)C)C)S(=O)(=O)N.Cl. Cell line: HCT-15. (4) Drug 1: CCN(CC)CCCC(C)NC1=C2C=C(C=CC2=NC3=C1C=CC(=C3)Cl)OC. Drug 2: COCCOC1=C(C=C2C(=C1)C(=NC=N2)NC3=CC=CC(=C3)C#C)OCCOC.Cl. Cell line: NCI-H522. Synergy scores: CSS=15.9, Synergy_ZIP=-1.85, Synergy_Bliss=7.16, Synergy_Loewe=6.53, Synergy_HSA=6.69. (5) Drug 2: CCC(=C(C1=CC=CC=C1)C2=CC=C(C=C2)OCCN(C)C)C3=CC=CC=C3.C(C(=O)O)C(CC(=O)O)(C(=O)O)O. Synergy scores: CSS=13.3, Synergy_ZIP=-4.57, Synergy_Bliss=-3.18, Synergy_Loewe=-4.19, Synergy_HSA=-1.47. Drug 1: CC1OCC2C(O1)C(C(C(O2)OC3C4COC(=O)C4C(C5=CC6=C(C=C35)OCO6)C7=CC(=C(C(=C7)OC)O)OC)O)O. Cell line: PC-3. (6) Drug 1: CNC(=O)C1=CC=CC=C1SC2=CC3=C(C=C2)C(=NN3)C=CC4=CC=CC=N4. Drug 2: C1CCC(C(C1)N)N.C(=O)(C(=O)[O-])[O-].[Pt+4]. Cell line: UACC-257. Synergy scores: CSS=-0.373, Synergy_ZIP=0.852, Synergy_Bliss=0.748, Synergy_Loewe=-0.677, Synergy_HSA=-0.775.